From a dataset of Full USPTO retrosynthesis dataset with 1.9M reactions from patents (1976-2016). Predict the reactants needed to synthesize the given product. Given the product [ClH:19].[F:18][C:2]1([F:1])[CH2:6][NH:5][C@H:4]([C:14](=[O:17])[NH:15][CH3:16])[CH2:3]1, predict the reactants needed to synthesize it. The reactants are: [F:1][C:2]1([F:18])[CH2:6][N:5](C(OC(C)(C)C)=O)[C@H:4]([C:14](=[O:17])[NH:15][CH3:16])[CH2:3]1.[ClH:19].